This data is from Full USPTO retrosynthesis dataset with 1.9M reactions from patents (1976-2016). The task is: Predict the reactants needed to synthesize the given product. (1) The reactants are: [C:1]([C:3]1[C:4]([CH2:25][CH:26]([CH3:28])[CH3:27])=[N:5][C:6]2[C:11]([C:12]=1[C:13]1[CH:18]=[CH:17][CH:16]=[CH:15][C:14]=1[F:19])=[CH:10][C:9]([O:20][CH2:21][C:22]([NH2:24])=[O:23])=[CH:8][CH:7]=2)#[N:2].N.O1CCCC1.[ClH:35]. Given the product [ClH:35].[ClH:35].[NH2:2][CH2:1][C:3]1[C:4]([CH2:25][CH:26]([CH3:28])[CH3:27])=[N:5][C:6]2[C:11]([C:12]=1[C:13]1[CH:18]=[CH:17][CH:16]=[CH:15][C:14]=1[F:19])=[CH:10][C:9]([O:20][CH2:21][C:22]([NH2:24])=[O:23])=[CH:8][CH:7]=2, predict the reactants needed to synthesize it. (2) Given the product [C:36]([C:29]1[CH:30]=[C:31]([N:34]2[C:6]([C:2]3[O:1][CH:5]=[CH:4][CH:3]=3)=[C:7]([C:8]([O:10][CH2:11][CH3:12])=[O:9])[CH:19]=[N:17]2)[CH:32]=[CH:33][C:28]=1[F:27])#[N:37], predict the reactants needed to synthesize it. The reactants are: [O:1]1[CH:5]=[CH:4][CH:3]=[C:2]1[C:6](=O)[CH2:7][C:8]([O:10][CH2:11][CH3:12])=[O:9].COC(OC)[N:17]([CH3:19])C.[Sn](Cl)(Cl)(Cl)Cl.[F:27][C:28]1[CH:33]=[CH:32][C:31]([NH:34]N)=[CH:30][C:29]=1[C:36]#[N:37]. (3) Given the product [NH2:14][C:8]1([C:5]2[CH:6]=[CH:7][C:2]([Cl:1])=[CH:3][CH:4]=2)[CH2:9][CH2:10][N:11]([C:16]2[N:24]=[CH:23][N:22]=[C:21]3[C:17]=2[NH:18][C:19](=[O:25])[NH:20]3)[CH2:12][CH2:13]1, predict the reactants needed to synthesize it. The reactants are: [Cl:1][C:2]1[CH:7]=[CH:6][C:5]([C:8]2([NH2:14])[CH2:13][CH2:12][NH:11][CH2:10][CH2:9]2)=[CH:4][CH:3]=1.Cl[C:16]1[N:24]=[CH:23][N:22]=[C:21]2[C:17]=1[NH:18][C:19](=[O:25])[NH:20]2.